The task is: Regression. Given two drug SMILES strings and cell line genomic features, predict the synergy score measuring deviation from expected non-interaction effect.. This data is from NCI-60 drug combinations with 297,098 pairs across 59 cell lines. (1) Drug 1: CC(C)NC(=O)C1=CC=C(C=C1)CNNC.Cl. Drug 2: C(CCl)NC(=O)N(CCCl)N=O. Cell line: MDA-MB-231. Synergy scores: CSS=1.78, Synergy_ZIP=-2.32, Synergy_Bliss=-1.89, Synergy_Loewe=-4.66, Synergy_HSA=-2.23. (2) Drug 1: CS(=O)(=O)CCNCC1=CC=C(O1)C2=CC3=C(C=C2)N=CN=C3NC4=CC(=C(C=C4)OCC5=CC(=CC=C5)F)Cl. Drug 2: CC12CCC3C(C1CCC2O)C(CC4=C3C=CC(=C4)O)CCCCCCCCCS(=O)CCCC(C(F)(F)F)(F)F. Cell line: UO-31. Synergy scores: CSS=5.43, Synergy_ZIP=-0.295, Synergy_Bliss=2.49, Synergy_Loewe=-2.90, Synergy_HSA=-2.92. (3) Drug 1: C1CN1C2=NC(=NC(=N2)N3CC3)N4CC4. Drug 2: C1CCC(CC1)NC(=O)N(CCCl)N=O. Cell line: HT29. Synergy scores: CSS=12.1, Synergy_ZIP=-8.46, Synergy_Bliss=-3.88, Synergy_Loewe=-18.8, Synergy_HSA=-3.59. (4) Drug 1: C1CCC(C1)C(CC#N)N2C=C(C=N2)C3=C4C=CNC4=NC=N3. Drug 2: CCC1(CC2CC(C3=C(CCN(C2)C1)C4=CC=CC=C4N3)(C5=C(C=C6C(=C5)C78CCN9C7C(C=CC9)(C(C(C8N6C=O)(C(=O)OC)O)OC(=O)C)CC)OC)C(=O)OC)O.OS(=O)(=O)O. Cell line: UACC62. Synergy scores: CSS=33.4, Synergy_ZIP=13.3, Synergy_Bliss=11.6, Synergy_Loewe=-21.9, Synergy_HSA=2.87. (5) Drug 1: C1=NC2=C(N=C(N=C2N1C3C(C(C(O3)CO)O)F)Cl)N. Drug 2: CNC(=O)C1=NC=CC(=C1)OC2=CC=C(C=C2)NC(=O)NC3=CC(=C(C=C3)Cl)C(F)(F)F. Cell line: UACC-257. Synergy scores: CSS=4.08, Synergy_ZIP=-1.96, Synergy_Bliss=0.648, Synergy_Loewe=-2.66, Synergy_HSA=-0.281. (6) Drug 1: CC12CCC3C(C1CCC2O)C(CC4=C3C=CC(=C4)O)CCCCCCCCCS(=O)CCCC(C(F)(F)F)(F)F. Drug 2: COCCOC1=C(C=C2C(=C1)C(=NC=N2)NC3=CC=CC(=C3)C#C)OCCOC.Cl. Cell line: OVCAR-8. Synergy scores: CSS=6.13, Synergy_ZIP=-2.37, Synergy_Bliss=1.43, Synergy_Loewe=3.21, Synergy_HSA=3.19. (7) Drug 1: CCC1(CC2CC(C3=C(CCN(C2)C1)C4=CC=CC=C4N3)(C5=C(C=C6C(=C5)C78CCN9C7C(C=CC9)(C(C(C8N6C=O)(C(=O)OC)O)OC(=O)C)CC)OC)C(=O)OC)O.OS(=O)(=O)O. Drug 2: C1=CC=C(C=C1)NC(=O)CCCCCCC(=O)NO. Cell line: CAKI-1. Synergy scores: CSS=49.1, Synergy_ZIP=-6.66, Synergy_Bliss=-4.36, Synergy_Loewe=-3.65, Synergy_HSA=-3.05.